Dataset: Catalyst prediction with 721,799 reactions and 888 catalyst types from USPTO. Task: Predict which catalyst facilitates the given reaction. (1) Reactant: [O:1]=[C:2]1[C:6]2C=CC=CC=2C(=O)[N:3]1[CH2:12][CH2:13][CH2:14][S:15]([O:18][CH2:19][C:20]([CH3:36])([CH3:35])[C@@H:21]([O:27][CH2:28][C:29]1[CH:34]=[CH:33][CH:32]=[CH:31][CH:30]=1)[C:22]([O:24][CH2:25][CH3:26])=[O:23])(=[O:17])=[O:16].C(O)C.NN.C(OC(=O)C)(=O)C. Product: [C:2]([NH:3][CH2:12][CH2:13][CH2:14][S:15]([O:18][CH2:19][C:20]([CH3:35])([CH3:36])[C@@H:21]([O:27][CH2:28][C:29]1[CH:34]=[CH:33][CH:32]=[CH:31][CH:30]=1)[C:22]([O:24][CH2:25][CH3:26])=[O:23])(=[O:17])=[O:16])(=[O:1])[CH3:6]. The catalyst class is: 13. (2) Reactant: CN(C)C=O.[C:6]([Cl:11])(=O)C(Cl)=O.[NH:12]1[C:20]2[CH:19]=[CH:18][N:17]=[CH:16][C:15]=2[S:14]C1=S.C([O-])(O)=O.[Na+]. Product: [Cl:11][C:6]1[S:14][C:15]2[CH:16]=[N:17][CH:18]=[CH:19][C:20]=2[N:12]=1. The catalyst class is: 325.